From a dataset of Reaction yield outcomes from USPTO patents with 853,638 reactions. Predict the reaction yield, written as a fraction of the theoretical maximum amount of product (1.0 means a 100% yield; for example, 0.34 means a 34% yield). (1) The reactants are [OH:1][CH2:2][C@@H:3]1[CH2:7][N:6]([C:8]([O:10][C:11]([CH3:14])([CH3:13])[CH3:12])=[O:9])[C@H:5]([C:15]([O:17][CH3:18])=[O:16])[CH2:4]1.[C:19](C1C=CC=C(C(C)(C)C)N=1)(C)(C)C.CI. The catalyst is C(Cl)Cl.C(S([O-])(=O)=O)(F)(F)F.[Ag+]. The product is [CH3:19][O:1][CH2:2][C@@H:3]1[CH2:7][N:6]([C:8]([O:10][C:11]([CH3:13])([CH3:14])[CH3:12])=[O:9])[C@H:5]([C:15]([O:17][CH3:18])=[O:16])[CH2:4]1. The yield is 0.780. (2) The reactants are [O:1]1[CH2:6][CH2:5][CH2:4][CH2:3][CH:2]1[O:7][CH2:8][CH2:9][C:10]1[CH:11]=[CH:12][C:13]([C:16]2[N:17]=[C:18]([C:21]([C:23]3[CH:40]=[CH:39][C:26]4[N:27]([CH2:31][O:32][CH2:33][CH2:34][Si:35]([CH3:38])([CH3:37])[CH3:36])[C:28](=[O:30])[S:29][C:25]=4[CH:24]=3)=[O:22])[S:19][CH:20]=2)=[N:14][CH:15]=1.[CH3:41][Mg]Br.C(OCC)C. The catalyst is O1CCCC1. The product is [OH:22][C:21]([C:23]1[CH:40]=[CH:39][C:26]2[N:27]([CH2:31][O:32][CH2:33][CH2:34][Si:35]([CH3:36])([CH3:38])[CH3:37])[C:28](=[O:30])[S:29][C:25]=2[CH:24]=1)([C:18]1[S:19][CH:20]=[C:16]([C:13]2[CH:12]=[CH:11][C:10]([CH2:9][CH2:8][O:7][CH:2]3[CH2:3][CH2:4][CH2:5][CH2:6][O:1]3)=[CH:15][N:14]=2)[N:17]=1)[CH3:41]. The yield is 0.590. (3) The yield is 0.250. No catalyst specified. The reactants are [N:1]1([C:7]2[C:11]3[CH:12]=[CH:13][CH:14]=[CH:15][C:10]=3[S:9][N:8]=2)[CH2:6][CH2:5][NH:4][CH2:3][CH2:2]1.FC1C=CC(N2CCNCC2)=CC=1.[CH:29]1([CH2:32][CH2:33][NH:34][C:35]([C:37]2[N:38]=[N:39][C:40](Cl)=[CH:41][CH:42]=2)=[O:36])[CH2:31][CH2:30]1. The product is [CH:29]1([CH2:32][CH2:33][NH:34][C:35]([C:37]2[N:38]=[N:39][C:40]([N:4]3[CH2:5][CH2:6][N:1]([C:7]4[C:11]5[CH:12]=[CH:13][CH:14]=[CH:15][C:10]=5[S:9][N:8]=4)[CH2:2][CH2:3]3)=[CH:41][CH:42]=2)=[O:36])[CH2:31][CH2:30]1. (4) The reactants are [F:1][C:2]1[CH:10]=[CH:9][CH:8]=[CH:7][C:3]=1/[CH:4]=[N:5]\[OH:6].[Cl:11]N1C(=O)CCC1=O. The catalyst is CN(C=O)C. The product is [OH:6]/[N:5]=[C:4](\[Cl:11])/[C:3]1[CH:7]=[CH:8][CH:9]=[CH:10][C:2]=1[F:1]. The yield is 0.910. (5) The reactants are [F:1][C:2]1[CH:7]=[C:6](F)[CH:5]=[CH:4][C:3]=1[N+:9]([O-:11])=[O:10].[C:12]([O:16][C:17]([N:19]1[CH2:24][CH2:23][NH:22][CH2:21][CH2:20]1)=[O:18])([CH3:15])([CH3:14])[CH3:13].C(N(CC)CC)C.O. The catalyst is CN(C=O)C.C(OCC)(=O)C. The product is [C:12]([O:16][C:17]([N:19]1[CH2:24][CH2:23][N:22]([C:6]2[CH:5]=[CH:4][C:3]([N+:9]([O-:11])=[O:10])=[C:2]([F:1])[CH:7]=2)[CH2:21][CH2:20]1)=[O:18])([CH3:15])([CH3:13])[CH3:14]. The yield is 0.320. (6) The reactants are [Cl-].[C:2]([C@@H:5]([O:24][CH2:25][CH3:26])[CH2:6][C:7]1[CH:23]=[CH:22][C:10]([O:11][CH2:12][CH2:13][CH2:14][C:15]2[CH:20]=[CH:19][C:18]([NH3+:21])=[CH:17][CH:16]=2)=[CH:9][CH:8]=1)([OH:4])=[O:3].C(N(CC)C(C)C)(C)C.[C:36]([O:40][C:41]([NH:43][C:44](=[N:47][C:48]([O:50][C:51]([CH3:54])([CH3:53])[CH3:52])=[O:49])SC)=[O:42])([CH3:39])([CH3:38])[CH3:37]. The catalyst is C(O)(C)C. The product is [C:51]([O:50][C:48]([NH:47][C:44]([NH:21][C:18]1[CH:17]=[CH:16][C:15]([CH2:14][CH2:13][CH2:12][O:11][C:10]2[CH:22]=[CH:23][C:7]([CH2:6][C@H:5]([O:24][CH2:25][CH3:26])[C:2]([OH:4])=[O:3])=[CH:8][CH:9]=2)=[CH:20][CH:19]=1)=[N:43][C:41]([O:40][C:36]([CH3:39])([CH3:38])[CH3:37])=[O:42])=[O:49])([CH3:54])([CH3:53])[CH3:52]. The yield is 0.270. (7) The reactants are Cl[C:2]1[C:11]2[C:6](=[CH:7][C:8]([O:14][CH2:15][CH:16]3[CH2:21][CH2:20][N:19]([CH3:22])[CH2:18][CH2:17]3)=[C:9]([O:12][CH3:13])[CH:10]=2)[N:5]=[CH:4][N:3]=1.[OH:23][C:24]1[CH:25]=[C:26]2[C:30](=[CH:31][CH:32]=1)[NH:29][C:28]([CH3:33])=[CH:27]2. No catalyst specified. The product is [CH3:13][O:12][C:9]1[CH:10]=[C:11]2[C:6](=[CH:7][C:8]=1[O:14][CH2:15][CH:16]1[CH2:21][CH2:20][N:19]([CH3:22])[CH2:18][CH2:17]1)[N:5]=[CH:4][N:3]=[C:2]2[O:23][C:24]1[CH:25]=[C:26]2[C:30](=[CH:31][CH:32]=1)[NH:29][C:28]([CH3:33])=[CH:27]2. The yield is 0.790. (8) The yield is 0.310. The reactants are Br[CH2:2][C:3]1[C:11]2[C:6](=[N:7][CH:8]=[CH:9][CH:10]=2)[S:5][N:4]=1.CS(C)=[O:14]. The product is [S:5]1[C:6]2=[N:7][CH:8]=[CH:9][CH:10]=[C:11]2[C:3]([CH2:2][OH:14])=[N:4]1. The catalyst is O. (9) The reactants are [CH3:1][C:2]1[CH:12]=[CH:11][CH:10]=[C:9]([N+:13]([O-])=O)[C:3]=1[NH:4][CH2:5][CH2:6][S:7][CH3:8].O.O.[Sn](Cl)Cl.Cl.C1N=CN([C:27](N2C=NC=C2)=[O:28])C=1. The catalyst is C(O)C. The product is [CH3:1][C:2]1[C:3]2[N:4]([CH2:5][CH2:6][S:7][CH3:8])[C:27](=[O:28])[NH:13][C:9]=2[CH:10]=[CH:11][CH:12]=1. The yield is 0.690.